This data is from Forward reaction prediction with 1.9M reactions from USPTO patents (1976-2016). The task is: Predict the product of the given reaction. (1) Given the reactants C([Li])CCC.C(NC(C)C)(C)C.[C:13]1([CH:19]([CH3:25])[CH2:20][C:21]([O:23][CH3:24])=[O:22])[CH:18]=[CH:17][CH:16]=[CH:15][CH:14]=1.[C:26](Cl)(=[O:28])[CH3:27].C([O-])(O)=O.[Na+], predict the reaction product. The product is: [C:26]([CH:20]([CH:19]([C:13]1[CH:18]=[CH:17][CH:16]=[CH:15][CH:14]=1)[CH3:25])[C:21]([O:23][CH3:24])=[O:22])(=[O:28])[CH3:27]. (2) Given the reactants [NH2:1][C@H:2](/[C:29](/[CH3:37])=[CH:30]/[C:31]1[N:32]=[C:33]([CH3:36])[S:34][CH:35]=1)[CH2:3][C@@H:4]1[O:28][C@:5]1([CH3:27])[CH2:6][CH2:7][C:8](=[O:26])[C@H:9]([CH3:25])[C@H:10]([OH:24])[C@@H:11]([CH3:23])[C:12](=[O:22])[C:13]([CH3:21])([CH3:20])[C@@H:14]([OH:19])[CH2:15][C:16]([OH:18])=O.ON1C2C=CC=CC=2N=N1.Cl.CN(C)CCCN=C=NCC, predict the reaction product. The product is: [O:28]1[C@@H:4]2[C@@:5]1([CH3:27])[CH:6]=[CH:7][C:8](=[O:26])[C@H:9]([CH3:25])[C@H:10]([OH:24])[C@@H:11]([CH3:23])[C:12](=[O:22])[C:13]([CH3:21])([CH3:20])[C@@H:14]([OH:19])[CH2:15][C:16](=[O:18])[NH:1][C@H:2]([C:29]([CH3:37])=[CH:30][C:31]1[N:32]=[C:33]([CH3:36])[S:34][CH:35]=1)[CH2:3]2.